From a dataset of Forward reaction prediction with 1.9M reactions from USPTO patents (1976-2016). Predict the product of the given reaction. Given the reactants [CH3:1][C:2]1([CH3:31])[CH2:7][CH:6]([C:8]2[C:16]3[C:11](=[C:12]([C:26]([NH2:28])=[O:27])[CH:13]=[C:14](B4OC(C)(C)C(C)(C)O4)[CH:15]=3)[NH:10][CH:9]=2)[CH2:5][CH2:4][S:3]1(=[O:30])=[O:29].[CH:32]1([S:37]([C:40]2[S:41][C:42](Br)=[CH:43][CH:44]=2)(=[O:39])=[O:38])[CH2:36][CH2:35][CH2:34][CH2:33]1.C(=O)([O-])[O-].[K+].[K+], predict the reaction product. The product is: [CH:32]1([S:37]([C:40]2[S:41][C:42]([C:14]3[CH:15]=[C:16]4[C:11](=[C:12]([C:26]([NH2:28])=[O:27])[CH:13]=3)[NH:10][CH:9]=[C:8]4[CH:6]3[CH2:5][CH2:4][S:3](=[O:29])(=[O:30])[C:2]([CH3:1])([CH3:31])[CH2:7]3)=[CH:43][CH:44]=2)(=[O:39])=[O:38])[CH2:33][CH2:34][CH2:35][CH2:36]1.